The task is: Predict the reaction yield, written as a fraction of the theoretical maximum amount of product (1.0 means a 100% yield; for example, 0.34 means a 34% yield).. This data is from Reaction yield outcomes from USPTO patents with 853,638 reactions. (1) The reactants are [N:1]([CH2:4][C:5]1[CH:10]=[CH:9][C:8]([C:11]2[CH:16]=[CH:15][C:14]([N:17]3[CH2:21][CH:20]([CH2:22][NH:23][C:24](=[O:26])[CH3:25])[O:19][C:18]3=[O:27])=[CH:13][C:12]=2[F:28])=[CH:7][CH:6]=1)=[N+]=[N-].C1(P(C2C=CC=CC=2)C2C=CC=CC=2)C=CC=CC=1.O. The catalyst is O1CCCC1. The product is [NH2:1][CH2:4][C:5]1[CH:10]=[CH:9][C:8]([C:11]2[CH:16]=[CH:15][C:14]([N:17]3[CH2:21][CH:20]([CH2:22][NH:23][C:24](=[O:26])[CH3:25])[O:19][C:18]3=[O:27])=[CH:13][C:12]=2[F:28])=[CH:7][CH:6]=1. The yield is 0.870. (2) The reactants are [Cl:1][C:2]1[CH:3]=[C:4]([C:17]([N:19]2[CH2:24][CH2:23][CH2:22][CH:21]([CH3:25])[CH2:20]2)=[O:18])[CH:5]=[N:6][C:7]=1[NH:8][C:9]1[CH:10]=[N:11][C:12]([O:15]C)=[CH:13][CH:14]=1.ClC1C(Cl)=NC=C(C=1)C(O)=O.CC1CCCNC1.NC1C=NC(OC)=CC=1.I[Si](C)(C)C. The catalyst is ClCCCl. The product is [Cl:1][C:2]1[C:7]([NH:8][C:9]2[CH:14]=[CH:13][C:12](=[O:15])[NH:11][CH:10]=2)=[N:6][CH:5]=[C:4]([C:17]([N:19]2[CH2:24][CH2:23][CH2:22][CH:21]([CH3:25])[CH2:20]2)=[O:18])[CH:3]=1. The yield is 0.850. (3) The reactants are [CH2:1]([O:3][C:4]([CH:6]1[C:15]([CH:16]=O)=[CH:14][C:13]2[C:8](=[CH:9][CH:10]=[CH:11][C:12]=2[Cl:18])[O:7]1)=[O:5])C.[CH3:19][O:20][C:21](=[O:28])[C@@H:22]([NH2:27])[CH2:23][CH:24]([CH3:26])[CH3:25].CCN(C(C)C)C(C)C.C([BH3-])#N.[Na+].C(O)(=O)C. The catalyst is CO. The product is [CH3:1][O:3][C:4]([CH:6]1[C:15]([CH2:16][NH:27][C@H:22]([C:21]([O:20][CH3:19])=[O:28])[CH2:23][CH:24]([CH3:26])[CH3:25])=[CH:14][C:13]2[C:8](=[CH:9][CH:10]=[CH:11][C:12]=2[Cl:18])[O:7]1)=[O:5]. The yield is 0.545. (4) The reactants are [F:1][C:2]1[CH:17]=[CH:16][C:5]([O:6][C:7]2[CH:12]=[CH:11][C:10]([CH2:13][CH2:14][NH2:15])=[CH:9][CH:8]=2)=[CH:4][CH:3]=1.[CH3:18][O:19][C:20]1[N:25]=[CH:24][C:23]([CH2:26][C:27]2[C:28](=[O:35])[N:29]=[C:30](SC)[NH:31][CH:32]=2)=[CH:22][N:21]=1.[CH2:36](O)C. No catalyst specified. The product is [F:1][C:2]1[CH:17]=[CH:16][C:5]([O:6][C:7]2[CH:12]=[CH:11][C:10]([CH2:13][CH2:14][N:15]([CH3:36])[C:30]3[NH:31][CH:32]=[C:27]([CH2:26][C:23]4[CH:22]=[N:21][C:20]([O:19][CH3:18])=[N:25][CH:24]=4)[C:28](=[O:35])[N:29]=3)=[CH:9][CH:8]=2)=[CH:4][CH:3]=1. The yield is 0.190. (5) The product is [CH3:1][O:2][C:3](=[O:29])[C:4]1[CH:9]=[CH:8][C:7]([O:10][CH2:11][CH2:12][CH2:13][O:37]/[N:36]=[CH:35]/[C:34]2[CH:38]=[C:39]([C:41]([F:43])([F:44])[F:42])[CH:40]=[C:32]([C:31]([F:30])([F:45])[F:46])[CH:33]=2)=[CH:6][C:5]=1[NH:15][C:16](=[O:28])[C:17]1[CH:22]=[CH:21][C:20]([O:23][C:24]([F:27])([F:26])[F:25])=[CH:19][CH:18]=1. The reactants are [CH3:1][O:2][C:3](=[O:29])[C:4]1[CH:9]=[CH:8][C:7]([O:10][CH2:11][CH2:12][CH2:13]Br)=[CH:6][C:5]=1[NH:15][C:16](=[O:28])[C:17]1[CH:22]=[CH:21][C:20]([O:23][C:24]([F:27])([F:26])[F:25])=[CH:19][CH:18]=1.[F:30][C:31]([F:46])([F:45])[C:32]1[CH:33]=[C:34]([CH:38]=[C:39]([C:41]([F:44])([F:43])[F:42])[CH:40]=1)[CH:35]=[N:36][OH:37].C(=O)([O-])[O-].[Cs+].[Cs+]. The catalyst is CC(C)=O. The yield is 0.940. (6) The product is [NH2:1][C:2]1[NH:7][C:6](=[O:8])[N:5]([CH3:17])[C:4](=[O:9])[CH:3]=1. The reactants are [NH2:1][C:2]1[NH:7][C:6](=[O:8])[NH:5][C:4](=[O:9])[CH:3]=1.S([O-])([O-])(=O)=O.[NH4+].[NH4+].[C:17](#N)C.IC. The yield is 0.426. The catalyst is C[Si](C)(C)N[Si](C)(C)C. (7) The reactants are Br[C:2]12[CH2:11][CH:6]3[CH2:7][CH:8]([CH2:10][CH:4]([CH2:5]3)[CH2:3]1)[CH2:9]2.C(OC(=O)CC[SH:18])C.[Li+].[OH-].Cl.[C:23]([OH:26])(=[O:25])[CH3:24]. The catalyst is CO.C1COCC1. The product is [C:2]12([S:18][CH2:24][C:23]([OH:26])=[O:25])[CH2:11][CH:6]3[CH2:7][CH:8]([CH2:10][CH:4]([CH2:5]3)[CH2:3]1)[CH2:9]2. The yield is 0.240. (8) The reactants are [OH:1][CH2:2][CH:3]([CH2:5][OH:6])O.[O:7]=[O:8]. The yield is 0.0500. The product is [O:7]=[O:8].[CH:2]([CH:3]=[CH2:5])=[O:1].[CH:2](=[O:1])[CH3:3].[C:5](=[O:6])=[O:7]. The catalyst is O.